Dataset: Catalyst prediction with 721,799 reactions and 888 catalyst types from USPTO. Task: Predict which catalyst facilitates the given reaction. (1) Reactant: [Br:1][C:2]1[CH:7]=[CH:6][C:5]([CH3:8])=[CH:4][N:3]=1.[Br:9]N1C(=O)CCC1=O. Product: [Br:1][C:2]1[CH:7]=[CH:6][C:5]([CH2:8][Br:9])=[CH:4][N:3]=1. The catalyst class is: 340. (2) Reactant: [C:1]([C:3]([NH:28][C:29](=[O:41])[C:30]1[CH:35]=[CH:34][C:33]([O:36][C:37]([F:40])([F:39])[F:38])=[CH:32][CH:31]=1)([CH3:27])[CH2:4][O:5][C:6]1[CH:7]=[CH:8][C:9]2[CH2:13][O:12][B:11]([OH:14])[C:10]=2[C:15]=1[O:16][CH2:17][CH2:18][NH:19]C(=O)OC(C)(C)C)#[N:2].C(O)(C(F)(F)F)=[O:43]. Product: [NH2:19][CH2:18][CH2:17][O:16][C:15]1[C:10]2[B:11]([OH:14])[O:12][CH2:13][C:9]=2[CH:8]=[CH:7][C:6]=1[O:5][CH2:4][C:3]([NH:28][C:29](=[O:41])[C:30]1[CH:31]=[CH:32][C:33]([O:36][C:37]([F:39])([F:38])[F:40])=[CH:34][CH:35]=1)([C:1]#[N:2])[CH3:27].[NH2:2][C:1](=[O:43])[C:3]([NH:28][C:29](=[O:41])[C:30]1[CH:35]=[CH:34][C:33]([O:36][C:37]([F:40])([F:38])[F:39])=[CH:32][CH:31]=1)([CH3:27])[CH2:4][O:5][C:6]1[CH:7]=[CH:8][C:9]2[CH2:13][O:12][B:11]([OH:14])[C:10]=2[C:15]=1[O:16][CH2:17][CH2:18][NH2:19]. The catalyst class is: 2. (3) Reactant: C(O)(=O)C(C)O.[NH2:7][C@H:8]([C:16]([OH:18])=[O:17])[CH2:9][C:10]1[CH:15]=[CH:14][CH:13]=[CH:12][CH:11]=1.C(OC(=O)[C@H](CC1C=CC=CC=1)N)C. Product: [NH2:7][C@H:8]([C:16]([OH:18])=[O:17])[CH2:9][C:10]1[CH:15]=[CH:14][CH:13]=[CH:12][CH:11]=1. The catalyst class is: 32. (4) Reactant: [CH2:1]([C:5]1[N:6]=[C:7]([CH3:34])[N:8]([C:27]2[CH:32]=[CH:31][CH:30]=[C:29]([OH:33])[CH:28]=2)[C:9](=[O:26])[C:10]=1[CH2:11][C:12]1[CH:17]=[CH:16][C:15]([C:18]2[C:19]([C:24]#[N:25])=[CH:20][CH:21]=[CH:22][CH:23]=2)=[CH:14][CH:13]=1)[CH2:2][CH2:3][CH3:4].Br[CH2:36][CH2:37][O:38][Si:39]([C:42]([CH3:45])([CH3:44])[CH3:43])([CH3:41])[CH3:40].C(=O)([O-])[O-].[Cs+].[Cs+].C(OCC)(=O)C. Product: [CH2:1]([C:5]1[N:6]=[C:7]([CH3:34])[N:8]([C:27]2[CH:32]=[CH:31][CH:30]=[C:29]([O:33][CH2:36][CH2:37][O:38][Si:39]([C:42]([CH3:45])([CH3:44])[CH3:43])([CH3:41])[CH3:40])[CH:28]=2)[C:9](=[O:26])[C:10]=1[CH2:11][C:12]1[CH:13]=[CH:14][C:15]([C:18]2[C:19]([C:24]#[N:25])=[CH:20][CH:21]=[CH:22][CH:23]=2)=[CH:16][CH:17]=1)[CH2:2][CH2:3][CH3:4]. The catalyst class is: 35. (5) Reactant: [CH3:1][C:2]1[C:6]([C:7]2[O:8][C:9]3[CH:15]=[CH:14][C:13]([CH2:16][C:17]([OH:19])=O)=[CH:12][C:10]=3[CH:11]=2)=[C:5]([CH3:20])[O:4][N:3]=1.C(Cl)CCl.[Cl:25][C:26]1[CH:31]=[CH:30][C:29]([CH:32]([C:34]2[CH:39]=[CH:38][CH:37]=[CH:36][CH:35]=2)[NH2:33])=[CH:28][CH:27]=1.C1C=CC2N(O)N=NC=2C=1.CCN(CC)CC. Product: [Cl:25][C:26]1[CH:27]=[CH:28][C:29]([CH:32]([C:34]2[CH:35]=[CH:36][CH:37]=[CH:38][CH:39]=2)[NH:33][C:17](=[O:19])[CH2:16][C:13]2[CH:14]=[CH:15][C:9]3[O:8][C:7]([C:6]4[C:2]([CH3:1])=[N:3][O:4][C:5]=4[CH3:20])=[CH:11][C:10]=3[CH:12]=2)=[CH:30][CH:31]=1. The catalyst class is: 20. (6) Reactant: Br[C:2]1[C:10]2[C:5](=[N:6][C:7]([CH3:22])=[CH:8][C:9]=2[NH:11][S:12]([C:15]2[CH:20]=[CH:19][CH:18]=[C:17]([Cl:21])[CH:16]=2)(=[O:14])=[O:13])[S:4][C:3]=1[CH3:23].[CH3:24][O:25][C:26]1[CH:31]=[CH:30][CH:29]=[C:28](B2OC(C)(C)C(C)(C)O2)[N:27]=1.C(=O)([O-])[O-].[K+].[K+].C(OCC)(=O)C. Product: [Cl:21][C:17]1[CH:16]=[C:15]([S:12]([NH:11][C:9]2[CH:8]=[C:7]([CH3:22])[N:6]=[C:5]3[S:4][C:3]([CH3:23])=[C:2]([C:28]4[CH:29]=[CH:30][CH:31]=[C:26]([O:25][CH3:24])[N:27]=4)[C:10]=23)(=[O:14])=[O:13])[CH:20]=[CH:19][CH:18]=1. The catalyst class is: 70. (7) Reactant: [F:1][C:2]1[CH:7]=[C:6]([N+:8]([O-])=O)[CH:5]=[CH:4][C:3]=1[N:11]1[CH2:16][CH2:15][S:14](=[O:18])(=[O:17])[CH2:13][CH2:12]1. Product: [NH2:8][C:6]1[CH:5]=[CH:4][C:3]([N:11]2[CH2:16][CH2:15][S:14](=[O:17])(=[O:18])[CH2:13][CH2:12]2)=[C:2]([F:1])[CH:7]=1. The catalyst class is: 123. (8) Reactant: [Br:1][C:2]1[CH:3]=[C:4]([CH2:8]O)[CH:5]=[N:6][CH:7]=1.C1(P(C2C=CC=CC=2)C2C=CC=CC=2)C=CC=CC=1.C1C(=O)N([Br:36])C(=O)C1. Product: [Br:1][C:2]1[CH:7]=[N:6][CH:5]=[C:4]([CH2:8][Br:36])[CH:3]=1. The catalyst class is: 2.